The task is: Binary Classification. Given a T-cell receptor sequence (or CDR3 region) and an epitope sequence, predict whether binding occurs between them.. This data is from TCR-epitope binding with 47,182 pairs between 192 epitopes and 23,139 TCRs. (1) The epitope is SEISMDNSPNL. The TCR CDR3 sequence is CASSLSEGWIYEQFF. Result: 0 (the TCR does not bind to the epitope). (2) Result: 1 (the TCR binds to the epitope). The epitope is MLNIPSINV. The TCR CDR3 sequence is CASSRNWVDTEAFF. (3) The epitope is RIFTIGTVTLK. The TCR CDR3 sequence is CASSLGGPGGGNTEAFF. Result: 0 (the TCR does not bind to the epitope). (4) Result: 1 (the TCR binds to the epitope). The epitope is RLDKVEAEV. The TCR CDR3 sequence is CASSDNEKLFF. (5) Result: 0 (the TCR does not bind to the epitope). The TCR CDR3 sequence is CSVVGNYGYTF. The epitope is YVFCTVNAL. (6) Result: 0 (the TCR does not bind to the epitope). The epitope is SSNVANYQK. The TCR CDR3 sequence is CASSLGWGENYGYTF. (7) The epitope is KLNVGDYFV. The TCR CDR3 sequence is CSATLLGLWGDEQFF. Result: 0 (the TCR does not bind to the epitope). (8) The epitope is ALLADKFPV. The TCR CDR3 sequence is CSAIREGTTGELFF. Result: 0 (the TCR does not bind to the epitope).